This data is from Forward reaction prediction with 1.9M reactions from USPTO patents (1976-2016). The task is: Predict the product of the given reaction. (1) Given the reactants I[C:2]1[CH:7]=[N:6][NH:5][C:4](=[O:8])[CH:3]=1.[CH3:9][N:10]1[CH2:15][CH2:14][NH:13][CH2:12][CH2:11]1, predict the reaction product. The product is: [CH3:9][N:10]1[CH2:15][CH2:14][N:13]([C:2]2[CH:7]=[N:6][NH:5][C:4](=[O:8])[CH:3]=2)[CH2:12][CH2:11]1. (2) Given the reactants [CH3:1][O:2][C:3]1[CH:9]=[CH:8][C:6]([NH2:7])=[C:5]([N+:10]([O-:12])=[O:11])[CH:4]=1.[C:13]([O:17][CH2:18][CH3:19])(=[O:16])[CH:14]=O, predict the reaction product. The product is: [CH3:1][O:2][C:3]1[CH:9]=[CH:8][C:6]([N:7]=[CH:14][C:13]([O:17][CH2:18][CH3:19])=[O:16])=[C:5]([N+:10]([O-:12])=[O:11])[CH:4]=1. (3) Given the reactants [Cl:1][C:2]1[CH:10]=[C:9]([C:11]([O:13][CH2:14][C:15]2[CH:20]=[CH:19][CH:18]=[CH:17][CH:16]=2)=[O:12])[C:8]([O:21][CH2:22][C:23]2[CH:28]=[CH:27][CH:26]=[CH:25][CH:24]=2)=[CH:7][C:3]=1[C:4](O)=[O:5].C(N(C(C)C)CC)(C)C.[F:38][C:39]1([F:44])[CH2:43][CH2:42][NH:41][CH2:40]1.ON1C2N=CC=CC=2N=N1.C(Cl)CCl, predict the reaction product. The product is: [Cl:1][C:2]1[C:3]([C:4]([N:41]2[CH2:42][CH2:43][C:39]([F:44])([F:38])[CH2:40]2)=[O:5])=[CH:7][C:8]([O:21][CH2:22][C:23]2[CH:28]=[CH:27][CH:26]=[CH:25][CH:24]=2)=[C:9]([CH:10]=1)[C:11]([O:13][CH2:14][C:15]1[CH:20]=[CH:19][CH:18]=[CH:17][CH:16]=1)=[O:12]. (4) The product is: [Br:1][C:2]1[CH:9]=[CH:8][C:5]2[CH:6]=[C:14]([C:15]([O:17][CH3:18])=[O:16])[S:13][C:4]=2[CH:3]=1. Given the reactants [Br:1][C:2]1[CH:9]=[CH:8][C:5]([CH:6]=O)=[C:4](F)[CH:3]=1.[H-].[Na+].[SH:13][CH2:14][C:15]([O:17][CH3:18])=[O:16], predict the reaction product. (5) The product is: [CH3:24][O:25][CH2:26][CH2:27][NH:28][C:2]1[C:11]2=[N:12][NH:13][CH:14]=[C:10]2[C:9]2[CH:8]=[CH:7][CH:6]=[CH:5][C:4]=2[N:3]=1. Given the reactants Cl[C:2]1[C:11]2=[N:12][N:13](CC3C=CC(OC)=CC=3)[CH:14]=[C:10]2[C:9]2[CH:8]=[CH:7][CH:6]=[CH:5][C:4]=2[N:3]=1.[CH3:24][O:25][CH2:26][CH2:27][NH2:28].Cl, predict the reaction product.